This data is from Full USPTO retrosynthesis dataset with 1.9M reactions from patents (1976-2016). The task is: Predict the reactants needed to synthesize the given product. (1) Given the product [F:1][C:2]1[CH:7]=[CH:6][C:5]([S:8][CH:23]=[CH:22][C:21](=[N:20][C:16]2[CH:15]=[C:14]3[C:19](=[CH:18][CH:17]=2)[CH2:11][CH2:12][CH2:13]3)[O:33][C:34]2[CH:35]=[CH:36][CH:37]=[CH:38][CH:39]=2)=[CH:4][CH:3]=1, predict the reactants needed to synthesize it. The reactants are: [F:1][C:2]1[CH:7]=[CH:6][C:5]([SH:8])=[CH:4][CH:3]=1.[H-].[Na+].[CH2:11]1[C:19]2[C:14](=[CH:15][C:16]([N:20]=[C:21]([O:33][C:34]3[CH:39]=[CH:38][CH:37]=[CH:36][CH:35]=3)[CH:22]=[CH:23]S(C3C=CC=CC=3)(=O)=O)=[CH:17][CH:18]=2)[CH2:13][CH2:12]1.COC(C)(C)C. (2) Given the product [F:28][C:25]1[CH:24]=[CH:23][C:22]([CH2:21][N:10]([O:11][CH2:12][CH2:13][CH2:14][N:15]2[CH2:16][CH2:17][O:18][CH2:19][CH2:20]2)[C:8]([C:7]2[CH2:31][N:33]([CH2:34][CH2:35][N:36]3[CH2:41][CH2:40][O:39][CH2:38][CH2:37]3)[C:4](=[O:29])[C:5]=2[OH:6])=[O:9])=[CH:27][CH:26]=1, predict the reactants needed to synthesize it. The reactants are: CC1(C)[O:6][C:5](=[CH:7][C:8]([N:10]([CH2:21][C:22]2[CH:27]=[CH:26][C:25]([F:28])=[CH:24][CH:23]=2)[O:11][CH2:12][CH2:13][CH2:14][N:15]2[CH2:20][CH2:19][O:18][CH2:17][CH2:16]2)=[O:9])[C:4](=[O:29])O1.[CH2:31]=O.[NH2:33][CH2:34][CH2:35][N:36]1[CH2:41][CH2:40][O:39][CH2:38][CH2:37]1. (3) Given the product [CH:11]1([C:9]#[C:10][C:2]2[CH:7]=[C:6]([F:8])[CH:5]=[CH:4][N:3]=2)[CH2:13][CH2:12]1, predict the reactants needed to synthesize it. The reactants are: Cl[C:2]1[CH:7]=[C:6]([F:8])[CH:5]=[CH:4][N:3]=1.[C:9]([CH:11]1[CH2:13][CH2:12]1)#[CH:10].N#N.C(N(CC)CC)C. (4) Given the product [C:19]([NH:18][C:16]1[S:17][C:13]2[CH:12]=[CH:11][CH:10]=[C:9]([O:8][C:6]3[CH:5]=[C:4]([C:22]4[CH:27]=[CH:26][C:25]([C:28]([F:31])([F:30])[F:29])=[CH:24][CH:23]=4)[N:3]=[C:2]([N:35]4[CH2:34][CH2:33][N:32]([C:38]([O:40][C:41]([CH3:44])([CH3:43])[CH3:42])=[O:39])[CH2:37][CH2:36]4)[N:7]=3)[C:14]=2[N:15]=1)(=[O:21])[CH3:20], predict the reactants needed to synthesize it. The reactants are: Cl[C:2]1[N:7]=[C:6]([O:8][C:9]2[C:14]3[N:15]=[C:16]([NH:18][C:19](=[O:21])[CH3:20])[S:17][C:13]=3[CH:12]=[CH:11][CH:10]=2)[CH:5]=[C:4]([C:22]2[CH:27]=[CH:26][C:25]([C:28]([F:31])([F:30])[F:29])=[CH:24][CH:23]=2)[N:3]=1.[N:32]1([C:38]([O:40][C:41]([CH3:44])([CH3:43])[CH3:42])=[O:39])[CH2:37][CH2:36][NH:35][CH2:34][CH2:33]1.